Predict the reaction yield, written as a fraction of the theoretical maximum amount of product (1.0 means a 100% yield; for example, 0.34 means a 34% yield). From a dataset of Reaction yield outcomes from USPTO patents with 853,638 reactions. (1) The reactants are [CH2:1]([O:3][C:4]([C:6]1[N:10]([CH3:11])[N:9]=[C:8]([CH:12]2[CH2:14][CH2:13]2)[CH:7]=1)=[O:5])[CH3:2].[N+]([O-])([O-])=O.[Ce+4].[NH4+].[N+]([O-])([O-])=O.[N+]([O-])([O-])=O.[N+]([O-])([O-])=O.[N+]([O-])([O-])=O.[I:37]I. The catalyst is C(#N)C.O.C(OCC)(=O)C. The product is [CH2:1]([O:3][C:4]([C:6]1[N:10]([CH3:11])[N:9]=[C:8]([CH:12]2[CH2:13][CH2:14]2)[C:7]=1[I:37])=[O:5])[CH3:2]. The yield is 0.660. (2) The reactants are [CH3:1][O:2][C:3](=[O:29])[NH:4][C:5]1[S:6][C:7]2[C:13]([C:14]3[N:15]=[C:16]([NH:19]C(OC(C)(C)C)=O)[NH:17][CH:18]=3)=[CH:12][CH:11]=[C:10]([O:27][CH3:28])[C:8]=2[N:9]=1. The catalyst is Cl.CO. The product is [CH3:1][O:2][C:3](=[O:29])[NH:4][C:5]1[S:6][C:7]2[C:13]([C:14]3[N:15]=[C:16]([NH2:19])[NH:17][CH:18]=3)=[CH:12][CH:11]=[C:10]([O:27][CH3:28])[C:8]=2[N:9]=1. The yield is 0.160. (3) The reactants are Br[C:2]1[C:3]([Cl:19])=[C:4]2[N:10]=[CH:9][N:8]([CH2:11][O:12][CH2:13][CH2:14][Si:15]([CH3:18])([CH3:17])[CH3:16])[C:5]2=[N:6][CH:7]=1.C[N+]12CC(=O)O[B-]1(C=C)O[C:24](=O)[CH2:25]2.C(=O)([O-])[O-].[K+].[K+].O1CCOCC1.O. The catalyst is CCOC(C)=O.CC(P(C(C)(C)C)C1C=CC(N(C)C)=CC=1)(C)C.CC(P(C(C)(C)C)C1C=CC(N(C)C)=CC=1)(C)C.Cl[Pd]Cl. The product is [Cl:19][C:3]1[C:2]([CH:24]=[CH2:25])=[CH:7][N:6]=[C:5]2[N:8]([CH2:11][O:12][CH2:13][CH2:14][Si:15]([CH3:18])([CH3:17])[CH3:16])[CH:9]=[N:10][C:4]=12. The yield is 0.860. (4) The reactants are [CH3:1][N:2]1[CH:6]=[CH:5][CH:4]=[C:3]1[C:7]([OH:9])=O.CN(C)C=O.C(Cl)(=O)C(Cl)=O.[NH2:21][C:22]1[CH:23]=[C:24]([CH:41]=[CH:42][C:43]=1[CH3:44])[O:25][C:26]1[CH:27]=[CH:28][C:29]2[N:30]([CH:32]=[C:33]([NH:35][C:36]([CH:38]3[CH2:40][CH2:39]3)=[O:37])[N:34]=2)[N:31]=1. The catalyst is CN(C)C(=O)C.O1CCCC1. The product is [CH:38]1([C:36]([NH:35][C:33]2[N:34]=[C:29]3[CH:28]=[CH:27][C:26]([O:25][C:24]4[CH:41]=[CH:42][C:43]([CH3:44])=[C:22]([NH:21][C:7]([C:3]5[N:2]([CH3:1])[CH:6]=[CH:5][CH:4]=5)=[O:9])[CH:23]=4)=[N:31][N:30]3[CH:32]=2)=[O:37])[CH2:39][CH2:40]1. The yield is 0.0600. (5) The reactants are [CH3:1][O:2][C:3]([C:5]1[CH:10]=[CH:9][C:8]([C:11]2[C:12]([CH3:49])([CH3:48])[C@H:13]3[C@:26]([CH3:29])([CH2:27][CH:28]=2)[C@@H:25]2[C@:16]([CH3:47])([C@@:17]4([CH3:46])[C@H:22]([CH2:23][CH2:24]2)[C@H:21]2[C@H:30]([C:33]([CH3:35])=[CH2:34])[CH2:31][CH2:32][C@:20]2([C:36]([O:38]CC2C=CC=CC=2)=[O:37])[CH2:19][CH2:18]4)[CH2:15][CH2:14]3)=[CH:7][CH:6]=1)=[O:4].C(O)(=O)C. The catalyst is C(O)C.O1CCOCC1.[Pd]. The product is [CH:33]([C@H:30]1[C@@H:21]2[C@@H:22]3[C@@:17]([CH3:46])([CH2:18][CH2:19][C@@:20]2([C:36]([OH:38])=[O:37])[CH2:32][CH2:31]1)[C@@:16]1([CH3:47])[C@@H:25]([C@:26]2([CH3:29])[C@@H:13]([CH2:14][CH2:15]1)[C:12]([CH3:49])([CH3:48])[C@@H:11]([C:8]1[CH:7]=[CH:6][C:5]([C:3]([O:2][CH3:1])=[O:4])=[CH:10][CH:9]=1)[CH2:28][CH2:27]2)[CH2:24][CH2:23]3)([CH3:35])[CH3:34]. The yield is 1.00.